This data is from Forward reaction prediction with 1.9M reactions from USPTO patents (1976-2016). The task is: Predict the product of the given reaction. (1) Given the reactants [NH2:1][C:2]1[CH:3]=[C:4]([CH:8]=[CH:9][C:10]=1[CH3:11])[C:5]([NH2:7])=[O:6].[CH3:12][O:13][C:14]1[CH:15]=[C:16](B(O)O)[CH:17]=[CH:18][C:19]=1[O:20][CH3:21].O.[C:26]([OH:30])(=[O:29])[CH:27]=O, predict the reaction product. The product is: [C:5]([C:4]1[CH:8]=[CH:9][C:10]([CH3:11])=[C:2]([NH:1][CH:27]([C:16]2[CH:17]=[CH:18][C:19]([O:20][CH3:21])=[C:14]([O:13][CH3:12])[CH:15]=2)[C:26]([OH:30])=[O:29])[CH:3]=1)(=[O:6])[NH2:7]. (2) Given the reactants O=[C:2]1[NH:9][CH2:8][CH:7]2[N:10]([C:11]([O:13][C:14]([CH3:17])([CH3:16])[CH3:15])=[O:12])[CH:3]1[CH2:4][CH2:5][CH2:6]2.COC1C=CC(P2(SP(C3C=CC(OC)=CC=3)(=S)S2)=[S:27])=CC=1, predict the reaction product. The product is: [S:27]=[C:2]1[NH:9][CH2:8][CH:7]2[N:10]([C:11]([O:13][C:14]([CH3:17])([CH3:16])[CH3:15])=[O:12])[CH:3]1[CH2:4][CH2:5][CH2:6]2.